Dataset: Forward reaction prediction with 1.9M reactions from USPTO patents (1976-2016). Task: Predict the product of the given reaction. (1) Given the reactants [C:1]([O:5][C:6](=[O:33])[NH:7][C:8]1[S:9][C:10]([CH:31]=[O:32])=[C:11]([C:13]2[C:14]([CH:27]([OH:30])[CH:28]=[CH2:29])=[N:15][N:16]([CH2:18][C:19]3[CH:24]=[CH:23][C:22]([O:25][CH3:26])=[CH:21][CH:20]=3)[CH:17]=2)[N:12]=1)([CH3:4])([CH3:3])[CH3:2], predict the reaction product. The product is: [C:1]([O:5][C:6](=[O:33])[NH:7][C:8]1[S:9][C:10]([CH:31]=[O:32])=[C:11]([C:13]2[C:14]([CH:27]([OH:30])[CH2:28][CH3:29])=[N:15][N:16]([CH2:18][C:19]3[CH:20]=[CH:21][C:22]([O:25][CH3:26])=[CH:23][CH:24]=3)[CH:17]=2)[N:12]=1)([CH3:2])([CH3:3])[CH3:4]. (2) The product is: [CH2:23]([O:30][C:31]1[CH:32]=[C:33]([C:34]2[O:35][N:4]=[C:3]([C:5]3[CH:13]=[CH:12][C:11]4[NH:10][C:9]5[CH:14]([CH2:17][C:18]([OH:20])=[O:19])[CH2:15][CH2:16][C:8]=5[C:7]=4[CH:6]=3)[N:2]=2)[CH:37]=[CH:38][CH:39]=1)[C:24]1[CH:29]=[CH:28][CH:27]=[CH:26][CH:25]=1. Given the reactants O[NH:2][C:3]([C:5]1[CH:13]=[CH:12][C:11]2[NH:10][C:9]3[CH:14]([CH2:17][C:18]([O:20]CC)=[O:19])[CH2:15][CH2:16][C:8]=3[C:7]=2[CH:6]=1)=[NH:4].[CH2:23]([O:30][C:31]1[CH:32]=[C:33]([CH:37]=[CH:38][CH:39]=1)[C:34](Cl)=[O:35])[C:24]1[CH:29]=[CH:28][CH:27]=[CH:26][CH:25]=1, predict the reaction product.